From a dataset of Catalyst prediction with 721,799 reactions and 888 catalyst types from USPTO. Predict which catalyst facilitates the given reaction. (1) Reactant: [C:1]([C:3]1[CH:4]=[N:5][C:6]2[C:11]([C:12]=1O)=[CH:10][C:9]([NH:14][C:15](=[O:17])[CH3:16])=[C:8]([O:18][CH2:19][CH3:20])[CH:7]=2)#[N:2].P(Cl)(Cl)([Cl:23])=O.C(=O)([O-])[O-].[K+].[K+]. Product: [Cl:23][C:12]1[C:11]2[C:6](=[CH:7][C:8]([O:18][CH2:19][CH3:20])=[C:9]([NH:14][C:15](=[O:17])[CH3:16])[CH:10]=2)[N:5]=[CH:4][C:3]=1[C:1]#[N:2]. The catalyst class is: 47. (2) Reactant: [CH2:1]([C:3]1[S:7][C:6]([CH:8]=[O:9])=[CH:5][CH:4]=1)[CH3:2].[N+:10]([CH:12](S(C1C=CC(C)=CC=1)(=O)=O)[CH3:13])#[C-:11].C([O-])([O-])=O.[K+].[K+].O. Product: [CH2:1]([C:3]1[S:7][C:6]([C:8]2[O:9][CH:11]=[N:10][C:12]=2[CH3:13])=[CH:5][CH:4]=1)[CH3:2]. The catalyst class is: 5. (3) Reactant: [Cl:1][C:2]1[CH:7]=[CH:6][C:5]([C:8]2[C:9](=[O:18])[NH:10][C:11]3([CH2:17][CH2:16][CH2:15][CH2:14][CH2:13]3)[N:12]=2)=[CH:4][CH:3]=1.Br[CH2:20][C:21]([O:23][CH2:24][CH3:25])=[O:22].C(=O)([O-])[O-].[K+].[K+]. Product: [CH2:24]([O:23][C:21](=[O:22])[CH2:20][N:10]1[C:11]2([CH2:17][CH2:16][CH2:15][CH2:14][CH2:13]2)[N:12]=[C:8]([C:5]2[CH:4]=[CH:3][C:2]([Cl:1])=[CH:7][CH:6]=2)[C:9]1=[O:18])[CH3:25]. The catalyst class is: 21. (4) Reactant: [N:1]([CH:4]([C:36]1[CH:41]=[CH:40][C:39]([C:42]2[CH:47]=[CH:46][C:45]([F:48])=[CH:44][N:43]=2)=[CH:38][CH:37]=1)[CH2:5][C:6]1[N:7]([C:17]([C:30]2[CH:35]=[CH:34][CH:33]=[CH:32][CH:31]=2)([C:24]2[CH:29]=[CH:28][CH:27]=[CH:26][CH:25]=2)[C:18]2[CH:23]=[CH:22][CH:21]=[CH:20][CH:19]=2)[CH:8]=[C:9]([CH2:11][C:12]([CH3:16])([CH3:15])[CH2:13][CH3:14])[N:10]=1)=[N+]=[N-]. The catalyst class is: 19. Product: [CH3:15][C:12]([CH3:16])([CH2:13][CH3:14])[CH2:11][C:9]1[N:10]=[C:6]([CH2:5][CH:4]([C:36]2[CH:37]=[CH:38][C:39]([C:42]3[CH:47]=[CH:46][C:45]([F:48])=[CH:44][N:43]=3)=[CH:40][CH:41]=2)[NH2:1])[N:7]([C:17]([C:30]2[CH:35]=[CH:34][CH:33]=[CH:32][CH:31]=2)([C:18]2[CH:23]=[CH:22][CH:21]=[CH:20][CH:19]=2)[C:24]2[CH:25]=[CH:26][CH:27]=[CH:28][CH:29]=2)[CH:8]=1.